From a dataset of Peptide-MHC class II binding affinity with 134,281 pairs from IEDB. Regression. Given a peptide amino acid sequence and an MHC pseudo amino acid sequence, predict their binding affinity value. This is MHC class II binding data. The peptide sequence is LWDIPTPKIIEECEH. The MHC is HLA-DQA10102-DQB10501 with pseudo-sequence HLA-DQA10102-DQB10501. The binding affinity (normalized) is 0.432.